Predict the product of the given reaction. From a dataset of Forward reaction prediction with 1.9M reactions from USPTO patents (1976-2016). (1) Given the reactants C(Cl)(=O)C(Cl)=O.CS(C)=O.[C:11]([O:15][C:16](=[O:24])[NH:17][CH2:18][C:19]1([CH2:22][OH:23])[CH2:21][CH2:20]1)([CH3:14])([CH3:13])[CH3:12].CCN(CC)CC, predict the reaction product. The product is: [C:11]([O:15][C:16](=[O:24])[NH:17][CH2:18][C:19]1([CH:22]=[O:23])[CH2:20][CH2:21]1)([CH3:12])([CH3:14])[CH3:13]. (2) Given the reactants [I:1]I.[CH2:3]([CH:11]([CH2:14][CH2:15][CH2:16][CH2:17][CH2:18][CH2:19][CH2:20][CH2:21][CH2:22][CH3:23])[CH2:12]O)[CH2:4][CH2:5][CH2:6][CH2:7][CH2:8][CH2:9][CH3:10].C1(P(C2C=CC=CC=2)C2C=CC=CC=2)C=CC=CC=1.N1C=CN=C1.[O-]S([O-])=O.[Na+].[Na+], predict the reaction product. The product is: [I:1][CH2:12][CH:11]([CH2:3][CH2:4][CH2:5][CH2:6][CH2:7][CH2:8][CH2:9][CH3:10])[CH2:14][CH2:15][CH2:16][CH2:17][CH2:18][CH2:19][CH2:20][CH2:21][CH2:22][CH3:23]. (3) Given the reactants S([O-])(OCCCCCCCCCCCC)(=O)=O.[Na+].[CH2:19]=[C:20]1[CH2:25][CH:24]([CH3:26])[O:23][C:21]1=[O:22].[C:27]([OH:31])(=[O:30])[CH:28]=[CH2:29].S(OOS([O-])(=O)=O)([O-])(=O)=O.[Na+].[Na+].[OH-].[Na+], predict the reaction product. The product is: [CH2:19]=[C:20]1[CH2:25][CH:24]([CH3:26])[O:23][C:21]1=[O:22].[C:27]([OH:31])(=[O:30])[CH:28]=[CH2:29]. (4) Given the reactants CC1(C)C2C(=C(P(C3C=CC=CC=3)C3C=CC=CC=3)C=CC=2)OC2C(P(C3C=CC=CC=3)C3C=CC=CC=3)=CC=CC1=2.I[C:44]1[C:45]([O:59][CH3:60])=[CH:46][C:47]([N:50]([CH3:58])[C:51](=[O:57])[O:52][C:53]([CH3:56])([CH3:55])[CH3:54])=[N:48][CH:49]=1.[C:61]1([C:67]([C:69]2[CH:74]=[CH:73][CH:72]=[CH:71][CH:70]=2)=[NH:68])[CH:66]=[CH:65][CH:64]=[CH:63][CH:62]=1.C([O-])([O-])=O.[Cs+].[Cs+], predict the reaction product. The product is: [C:61]1([C:67](=[N:68][C:44]2[C:45]([O:59][CH3:60])=[CH:46][C:47]([N:50]([CH3:58])[C:51](=[O:57])[O:52][C:53]([CH3:56])([CH3:55])[CH3:54])=[N:48][CH:49]=2)[C:69]2[CH:70]=[CH:71][CH:72]=[CH:73][CH:74]=2)[CH:66]=[CH:65][CH:64]=[CH:63][CH:62]=1. (5) Given the reactants C(O[C:6]([NH:20][S:21]([C:24]1[CH:29]=[CH:28][C:27]([O:30][CH2:31][C:32]#[C:33][CH3:34])=[CH:26][CH:25]=1)(=[O:23])=[O:22])([C:10]1[CH:15]=[CH:14][C:13]([O:16][CH2:17][C:18]#[CH:19])=[CH:12][CH:11]=1)[C:7]([NH2:9])=[O:8])(C)(C)C.C(O)(C(F)(F)F)=[O:36], predict the reaction product. The product is: [CH2:31]([O:30][C:27]1[CH:28]=[CH:29][C:24]([S:21]([NH:20][CH:6]([C:10]2[CH:15]=[CH:14][C:13]([O:16][CH2:17][C:18]#[CH:19])=[CH:12][CH:11]=2)[C:7]([NH:9][OH:36])=[O:8])(=[O:23])=[O:22])=[CH:25][CH:26]=1)[C:32]#[C:33][CH3:34]. (6) Given the reactants [F:1][C:2]([F:14])([F:13])[C:3]1[CH:8]=[CH:7][C:6]([CH2:9][C:10]([OH:12])=O)=[CH:5][CH:4]=1.[CH2:15]([CH2:17][NH2:18])[OH:16].Cl.CN(C)CCCN=C=NCC.ON1C2C=CC=CC=2N=N1.C(N(CC)CC)C, predict the reaction product. The product is: [OH:16][CH2:15][CH2:17][NH:18][C:10](=[O:12])[CH2:9][C:6]1[CH:5]=[CH:4][C:3]([C:2]([F:1])([F:14])[F:13])=[CH:8][CH:7]=1. (7) Given the reactants Br[CH2:2][C:3]([O:5][C:6]([CH3:9])([CH3:8])[CH3:7])=[O:4].[F:10][C:11]([F:26])([F:25])[C:12]([NH:14][CH2:15][C:16]1[CH:21]=[CH:20][CH:19]=[C:18]([N+:22]([O-:24])=[O:23])[CH:17]=1)=[O:13].C([O-])([O-])=O.[Cs+].[Cs+], predict the reaction product. The product is: [F:10][C:11]([F:25])([F:26])[C:12]([N:14]([CH2:2][C:3]([O:5][C:6]([CH3:9])([CH3:8])[CH3:7])=[O:4])[CH2:15][C:16]1[CH:21]=[CH:20][CH:19]=[C:18]([N+:22]([O-:24])=[O:23])[CH:17]=1)=[O:13].